From a dataset of Full USPTO retrosynthesis dataset with 1.9M reactions from patents (1976-2016). Predict the reactants needed to synthesize the given product. (1) Given the product [CH:7]([N:6]1[C:2]([NH:1][C:18]([C:12]2[CH:17]=[CH:16][CH:15]=[CH:14][CH:13]=2)([C:25]2[CH:26]=[CH:27][CH:28]=[CH:29][CH:30]=2)[C:19]2[CH:20]=[CH:21][CH:22]=[CH:23][CH:24]=2)=[C:3]([C:10]#[N:11])[CH:4]=[N:5]1)([CH3:9])[CH3:8], predict the reactants needed to synthesize it. The reactants are: [NH2:1][C:2]1[N:6]([CH:7]([CH3:9])[CH3:8])[N:5]=[CH:4][C:3]=1[C:10]#[N:11].[C:12]1([C:18](Cl)([C:25]2[CH:30]=[CH:29][CH:28]=[CH:27][CH:26]=2)[C:19]2[CH:24]=[CH:23][CH:22]=[CH:21][CH:20]=2)[CH:17]=[CH:16][CH:15]=[CH:14][CH:13]=1. (2) Given the product [CH2:2]=[C:33]1[CH2:37][N:36]([C:38]([O:40][C:41]([CH3:44])([CH3:43])[CH3:42])=[O:39])[C@H:35]([C:45]([O:47][CH3:48])=[O:46])[CH2:34]1, predict the reactants needed to synthesize it. The reactants are: Br.[CH3:2]P(C1C=CC=CC=1)(C1C=CC=CC=1)C1C=CC=CC=1.C[Si](C)(C)N[Si](C)(C)C.[Na].O=[C:33]1[CH2:37][N:36]([C:38]([O:40][C:41]([CH3:44])([CH3:43])[CH3:42])=[O:39])[C@H:35]([C:45]([O:47][CH3:48])=[O:46])[CH2:34]1. (3) Given the product [C@@H:33]1([N:30]2[C:28]3[NH:29][CH:24]=[N:25][C:26](=[NH:45])[C:27]=3[N:32]=[CH:31]2)[O:37][C@H:36]([CH2:38][OH:39])[C@@H:35]([OH:42])[C@H:34]1[OH:44], predict the reactants needed to synthesize it. The reactants are: C(N(CC(O)=O)CC(O)=O)CN(CC(O)=O)CC(O)=O.[Mg+2].[Cl-].[Cl-].[CH:24]1[N:25]=[C:26]([NH2:45])[C:27]2[N:32]=[CH:31][N:30]([C@@H:33]3[O:37][C@@H:36]4[CH2:38][O:39]P(O)([O:42][C@H:35]4[C@H:34]3[OH:44])=O)[C:28]=2[N:29]=1. (4) The reactants are: [CH:1]1([N:6]2[C:11]3[N:12]=[C:13](S(C)(=O)=O)[N:14]=[CH:15][C:10]=3[CH:9]=[C:8]([CH2:20][CH3:21])[C:7]2=[O:22])[CH2:5][CH2:4][CH2:3][CH2:2]1.[NH2:23][C:24]1[N:29]=[CH:28][C:27]([N:30]2[CH2:35][CH2:34][CH:33]([OH:36])[CH2:32][CH2:31]2)=[CH:26][CH:25]=1. Given the product [CH:1]1([N:6]2[C:11]3[N:12]=[C:13]([NH:23][C:24]4[N:29]=[CH:28][C:27]([N:30]5[CH2:35][CH2:34][CH:33]([OH:36])[CH2:32][CH2:31]5)=[CH:26][CH:25]=4)[N:14]=[CH:15][C:10]=3[CH:9]=[C:8]([CH2:20][CH3:21])[C:7]2=[O:22])[CH2:5][CH2:4][CH2:3][CH2:2]1, predict the reactants needed to synthesize it. (5) Given the product [CH3:13][C:14]1[N:15]=[C:16]([NH:29][C:40]([N:9]2[CH:10]=[CH:11][N:12]=[CH:8]2)=[O:41])[S:17][C:18]=1[C:19]1[CH:24]=[CH:23][N:22]=[C:21]([C:25]2([CH3:28])[CH2:27][CH2:26]2)[N:20]=1, predict the reactants needed to synthesize it. The reactants are: C([C:8]1[NH:9][CH:10]=[CH:11][N:12]=1)([C:8]1[NH:9][CH:10]=[CH:11][N:12]=1)=O.[CH3:13][C:14]1[N:15]=[C:16]([NH2:29])[S:17][C:18]=1[C:19]1[CH:24]=[CH:23][N:22]=[C:21]([C:25]2([CH3:28])[CH2:27][CH2:26]2)[N:20]=1.C(N(CC)CC)C.CN([CH:40]=[O:41])C.